This data is from Catalyst prediction with 721,799 reactions and 888 catalyst types from USPTO. The task is: Predict which catalyst facilitates the given reaction. Reactant: CS(Cl)(=O)=O.[CH3:6][C:7]([NH:14][S:15]([CH2:18][CH:19](O)[C:20]1[CH:21]=[N:22][CH:23]=[CH:24][CH:25]=1)(=[O:17])=[O:16])([CH3:13])[CH2:8][C:9]([CH3:12])([CH3:11])[CH3:10].C(N(CC)CC)C.O. Product: [CH3:13][C:7]([NH:14][S:15](/[CH:18]=[CH:19]/[C:20]1[CH:21]=[N:22][CH:23]=[CH:24][CH:25]=1)(=[O:17])=[O:16])([CH3:6])[CH2:8][C:9]([CH3:10])([CH3:11])[CH3:12]. The catalyst class is: 4.